Predict the reactants needed to synthesize the given product. From a dataset of Full USPTO retrosynthesis dataset with 1.9M reactions from patents (1976-2016). (1) Given the product [CH3:1][O:2][C:3](=[O:14])[CH2:23][CH2:22][C:18]1[CH:19]=[CH:20][CH:21]=[C:16]([Br:15])[CH:17]=1, predict the reactants needed to synthesize it. The reactants are: [CH3:1][O:2][C:3](=[O:14])C(C1C=CC=C(Br)C=1)(C)C.[Br:15][C:16]1[CH:17]=[C:18]([CH2:22][C:23](O)=O)[CH:19]=[CH:20][CH:21]=1. (2) Given the product [CH2:37]([O:36][C:34]([C@@H:6]1[CH2:7][C@H:8]([O:11][C:12]2[C:21]3[C:16](=[C:17]([CH3:24])[C:18]([O:22][CH3:23])=[CH:19][CH:20]=3)[N:15]=[C:14]([C:25]3[S:26][CH:27]=[C:28]([C:30]([F:33])([F:32])[F:31])[N:29]=3)[CH:13]=2)[CH2:9][CH2:10][C@H:5]1[C:3]([OH:4])=[O:2])=[O:35])[C:38]1[CH:43]=[CH:42][CH:41]=[CH:40][CH:39]=1, predict the reactants needed to synthesize it. The reactants are: C[O:2][C:3]([C@@H:5]1[CH2:10][CH2:9][C@@H:8]([O:11][C:12]2[C:21]3[C:16](=[C:17]([CH3:24])[C:18]([O:22][CH3:23])=[CH:19][CH:20]=3)[N:15]=[C:14]([C:25]3[S:26][CH:27]=[C:28]([C:30]([F:33])([F:32])[F:31])[N:29]=3)[CH:13]=2)[CH2:7][C@H:6]1[C:34]([O:36][CH2:37][C:38]1[CH:43]=[CH:42][CH:41]=[CH:40][CH:39]=1)=[O:35])=[O:4].[Li+].[OH-].Cl.